Regression. Given a peptide amino acid sequence and an MHC pseudo amino acid sequence, predict their binding affinity value. This is MHC class I binding data. From a dataset of Peptide-MHC class I binding affinity with 185,985 pairs from IEDB/IMGT. (1) The peptide sequence is KTRANDWDF. The MHC is HLA-B57:01 with pseudo-sequence HLA-B57:01. The binding affinity (normalized) is 0.714. (2) The binding affinity (normalized) is 0.00946. The MHC is HLA-B51:01 with pseudo-sequence HLA-B51:01. The peptide sequence is AEQASQEVKNW.